The task is: Predict the reactants needed to synthesize the given product.. This data is from Full USPTO retrosynthesis dataset with 1.9M reactions from patents (1976-2016). (1) Given the product [NH2:42][C:40]([N:39]([CH3:38])[C:21]1[N:20]=[C:19]([O:18][C:11]2[C:12]3[C:17](=[CH:16][CH:15]=[CH:14][CH:13]=3)[C:8]([NH:7][C:5](=[O:6])[C:4]3[CH:29]=[C:30]([N:32]4[CH2:37][CH2:36][O:35][CH2:34][CH2:33]4)[CH:31]=[C:2]([F:1])[CH:3]=3)=[CH:9][CH:10]=2)[CH:24]=[CH:23][N:22]=1)=[NH:41], predict the reactants needed to synthesize it. The reactants are: [F:1][C:2]1[CH:3]=[C:4]([CH:29]=[C:30]([N:32]2[CH2:37][CH2:36][O:35][CH2:34][CH2:33]2)[CH:31]=1)[C:5]([NH:7][C:8]1[C:17]2[C:12](=[CH:13][CH:14]=[CH:15][CH:16]=2)[C:11]([O:18][C:19]2[CH:24]=[CH:23][N:22]=[C:21](S(C)(=O)=O)[N:20]=2)=[CH:10][CH:9]=1)=[O:6].[CH3:38][NH:39][C:40]([NH2:42])=[NH:41]. (2) Given the product [CH3:1][O:2][C:3](=[O:13])[C:4]1[CH:9]=[C:8]([N:16]([CH3:17])[CH3:15])[CH:7]=[CH:6][C:5]=1[C:11]#[N:12], predict the reactants needed to synthesize it. The reactants are: [CH3:1][O:2][C:3](=[O:13])[C:4]1[CH:9]=[C:8](F)[CH:7]=[CH:6][C:5]=1[C:11]#[N:12].Cl.[CH3:15][NH:16][CH3:17].C(=O)([O-])[O-].[K+].[K+].